From a dataset of Full USPTO retrosynthesis dataset with 1.9M reactions from patents (1976-2016). Predict the reactants needed to synthesize the given product. (1) Given the product [CH2:24]([N:11]1[N:12]=[N:13][C:9]([CH2:8][C:7]2[CH:14]=[CH:15][C:4]([N+:1]([O-:3])=[O:2])=[CH:5][CH:6]=2)=[N:10]1)[CH3:25], predict the reactants needed to synthesize it. The reactants are: [N+:1]([C:4]1[CH:15]=[CH:14][C:7]([CH2:8][C:9]2[NH:13][N:12]=[N:11][N:10]=2)=[CH:6][CH:5]=1)([O-:3])=[O:2].CN(C)C=O.[H-].[Na+].I[CH2:24][CH3:25]. (2) Given the product [ClH:1].[N:2]12[CH2:9][CH2:8][CH:5]([CH2:6][CH2:7]1)[C@H:4]([NH:10][C:11]([C:13]1[O:14][C:15]3[C:21]([C:22]4[CH:30]=[CH:29][CH:28]=[C:24]([C:25]([N:31]5[CH2:36][CH2:35][CH2:34][CH2:33][CH2:32]5)=[O:27])[CH:23]=4)=[CH:20][CH:19]=[CH:18][C:16]=3[CH:17]=1)=[O:12])[CH2:3]2, predict the reactants needed to synthesize it. The reactants are: [ClH:1].[N:2]12[CH2:9][CH2:8][CH:5]([CH2:6][CH2:7]1)[C@H:4]([NH:10][C:11]([C:13]1[O:14][C:15]3[C:21]([C:22]4[CH:23]=[C:24]([CH:28]=[CH:29][CH:30]=4)[C:25]([OH:27])=O)=[CH:20][CH:19]=[CH:18][C:16]=3[CH:17]=1)=[O:12])[CH2:3]2.[NH:31]1[CH2:36][CH2:35][CH2:34][CH2:33][CH2:32]1. (3) Given the product [Br:1][C:2]1[CH:3]=[CH:4][C:5]2[N:11]3[C:15]([CH3:16])=[N:18][N:19]=[C:10]3[CH2:9][CH2:8][C:7](=[N:19][NH:18][C:15](=[O:17])[CH3:16])[C:6]=2[CH:14]=1, predict the reactants needed to synthesize it. The reactants are: [Br:1][C:2]1[CH:3]=[CH:4][C:5]2[NH:11][C:10](=S)[CH2:9][CH2:8][C:7](=O)[C:6]=2[CH:14]=1.[C:15]([NH:18][NH2:19])(=[O:17])[CH3:16].